Dataset: Forward reaction prediction with 1.9M reactions from USPTO patents (1976-2016). Task: Predict the product of the given reaction. (1) The product is: [CH2:18]([O:17][C:15]([N:10]1[CH2:11][CH2:12][CH:13]([OH:14])[CH:8]([CH2:6][OH:5])[CH2:9]1)=[O:16])[C:19]1[CH:24]=[CH:23][CH:22]=[CH:21][CH:20]=1. Given the reactants [BH4-].[Na+].C([O:5][C:6]([CH:8]1[C:13](=[O:14])[CH2:12][CH2:11][N:10]([C:15]([O:17][CH2:18][C:19]2[CH:24]=[CH:23][CH:22]=[CH:21][CH:20]=2)=[O:16])[CH2:9]1)=O)C.O, predict the reaction product. (2) Given the reactants C(OC([N:8]1[CH2:13][CH2:12][N:11]([C:14]2[C:19]([C:20]#[C:21][C:22]3[CH:23]=[N:24][C:25]([NH2:28])=[CH:26][CH:27]=3)=[C:18]([CH3:29])[N:17]=[C:16]([NH2:30])[N:15]=2)[CH2:10][CH2:9]1)=O)(C)(C)C.C(O)(C(F)(F)F)=O.C([O-])([O-])=O.[Na+].[Na+], predict the reaction product. The product is: [NH2:28][C:25]1[N:24]=[CH:23][C:22]([C:21]#[C:20][C:19]2[C:18]([CH3:29])=[N:17][C:16]([NH2:30])=[N:15][C:14]=2[N:11]2[CH2:12][CH2:13][NH:8][CH2:9][CH2:10]2)=[CH:27][CH:26]=1. (3) Given the reactants Cl[C:2]1[N:11]=[C:10]([NH:12][CH2:13][CH:14]([C:20]2[CH:25]=[CH:24][CH:23]=[CH:22][CH:21]=2)[N:15]2[CH2:19][CH2:18][CH2:17][CH2:16]2)[C:9]2[C:4](=[CH:5][CH:6]=[CH:7][CH:8]=2)[N:3]=1.CC1(C)C(C)(C)OB([C:34]2[CH:35]=[N:36][C:37]([NH2:40])=[N:38][CH:39]=2)O1.N1C=CN2C=C(C3N=C(NCC(C4C=CC=CC=4)C4NC=CC=4)C4C(=CC=CC=4)N=3)C=CC=12, predict the reaction product. The product is: [NH2:40][C:37]1[N:38]=[CH:39][C:34]([C:2]2[N:11]=[C:10]([NH:12][CH2:13][CH:14]([C:20]3[CH:25]=[CH:24][CH:23]=[CH:22][CH:21]=3)[N:15]3[CH2:19][CH2:18][CH2:17][CH2:16]3)[C:9]3[C:4](=[CH:5][CH:6]=[CH:7][CH:8]=3)[N:3]=2)=[CH:35][N:36]=1. (4) Given the reactants [Li+].C[Si]([N-][Si](C)(C)C)(C)C.[P:11]([O-:18])([O:15][CH2:16][CH3:17])[O:12][CH2:13][CH3:14].Br[CH2:20][C:21]#[C:22][Si:23]([CH3:26])([CH3:25])[CH3:24], predict the reaction product. The product is: [CH3:24][Si:23]([CH3:26])([CH3:25])[C:22]#[C:21][CH2:20][P:11](=[O:18])([O:15][CH2:16][CH3:17])[O:12][CH2:13][CH3:14].